The task is: Predict the reactants needed to synthesize the given product.. This data is from Full USPTO retrosynthesis dataset with 1.9M reactions from patents (1976-2016). (1) The reactants are: [NH2:1][CH2:2][CH2:3][CH2:4][C:5]1[C:6]([NH:13][CH2:14][CH2:15][CH2:16][CH2:17][CH3:18])=[N:7][C:8]([NH2:12])=[N:9][C:10]=1[CH3:11].[CH:19]([C:21]1[CH:22]=[C:23]([CH2:27][C:28]([O:30][CH3:31])=[O:29])[CH:24]=[CH:25][CH:26]=1)=O.[BH4-].[Na+].C(=O)(O)[O-].[Na+]. Given the product [NH2:12][C:8]1[N:9]=[C:10]([CH3:11])[C:5]([CH2:4][CH2:3][CH2:2][NH:1][CH2:19][C:21]2[CH:22]=[C:23]([CH2:27][C:28]([O:30][CH3:31])=[O:29])[CH:24]=[CH:25][CH:26]=2)=[C:6]([NH:13][CH2:14][CH2:15][CH2:16][CH2:17][CH3:18])[N:7]=1, predict the reactants needed to synthesize it. (2) Given the product [Cl:1][C:2]1[CH:3]=[C:4]([C:5]([N:26]2[C:23]3[CH:22]=[CH:18][CH:17]=[CH:16][C:24]=3[O:25][CH2:30][CH2:29]2)=[O:7])[CH:8]=[C:9]([N+:12]([O-:14])=[O:13])[C:10]=1[OH:11], predict the reactants needed to synthesize it. The reactants are: [Cl:1][C:2]1[CH:3]=[C:4]([CH:8]=[C:9]([N+:12]([O-:14])=[O:13])[C:10]=1[OH:11])[C:5]([OH:7])=O.Cl[C:16]1[CH:17]=[C:18]([CH:22]=[C:23]([N+:26]([O-])=O)[C:24]=1[OH:25])C(Cl)=O.[C:29](OCC)(=O)[CH3:30]. (3) Given the product [F:1][C:2]1[CH:7]=[C:6]([NH2:8])[CH:5]=[CH:4][C:3]=1[NH:11][C:12]1[CH:17]=[CH:16][N:15]=[C:14]2[N:18]([CH2:21][O:22][CH2:23][CH2:24][Si:25]([CH3:28])([CH3:27])[CH3:26])[CH:19]=[CH:20][C:13]=12, predict the reactants needed to synthesize it. The reactants are: [F:1][C:2]1[CH:7]=[C:6]([N+:8]([O-])=O)[CH:5]=[CH:4][C:3]=1[NH:11][C:12]1[C:13]2[CH:20]=[CH:19][N:18]([CH2:21][O:22][CH2:23][CH2:24][Si:25]([CH3:28])([CH3:27])[CH3:26])[C:14]=2[N:15]=[CH:16][CH:17]=1. (4) Given the product [CH3:1][O:2][C:3]1[CH:8]=[CH:7][CH:6]=[CH:5][C:4]=1[C:9]1[C:17]2[C:12](=[N:13][CH:14]=[C:15]([C:18]3[N:23]=[CH:22][N:21]=[C:20]([C:24](=[O:30])[C:25]([N:27]([CH3:29])[CH3:28])=[O:26])[CH:19]=3)[CH:16]=2)[NH:11][CH:10]=1, predict the reactants needed to synthesize it. The reactants are: [CH3:1][O:2][C:3]1[CH:8]=[CH:7][CH:6]=[CH:5][C:4]=1[C:9]1[C:17]2[C:12](=[N:13][CH:14]=[C:15]([C:18]3[N:23]=[CH:22][N:21]=[C:20]([C:24](=[O:30])[C:25]([N:27]([CH3:29])[CH3:28])=[O:26])[CH:19]=3)[CH:16]=2)[N:11](S(C2C=CC(C)=CC=2)(=O)=O)[CH:10]=1.[OH-].[K+].